Dataset: Catalyst prediction with 721,799 reactions and 888 catalyst types from USPTO. Task: Predict which catalyst facilitates the given reaction. (1) Reactant: P(Br)(Br)[Br:2].[CH2:5]1[O:15][C:14]2[CH:13]=[CH:12][C:9]([CH2:10]O)=[CH:8][C:7]=2[O:6]1. Product: [CH2:5]1[O:15][C:14]2[CH:13]=[CH:12][C:9]([CH2:10][Br:2])=[CH:8][C:7]=2[O:6]1. The catalyst class is: 53. (2) Reactant: [OH:1][C:2]1[C:10]([N+:11]([O-:13])=[O:12])=[CH:9][C:5]([C:6]([OH:8])=O)=[CH:4][C:3]=1[O:14][CH3:15].[Cl:16][C:17]1[N:26]=[C:25]([CH3:27])[C:24]([Cl:28])=[C:23]([CH3:29])[C:18]=1/[C:19](=[N:21]/O)/[NH2:20].N1C=CC=CC=1.Cl. Product: [Cl:16][C:17]1[C:18]([C:19]2[N:20]=[C:6]([C:5]3[CH:9]=[C:10]([N+:11]([O-:13])=[O:12])[C:2]([OH:1])=[C:3]([O:14][CH3:15])[CH:4]=3)[O:8][N:21]=2)=[C:23]([CH3:29])[C:24]([Cl:28])=[C:25]([CH3:27])[N:26]=1. The catalyst class is: 309. (3) Reactant: [Cl:1][C:2]1[S:6][C:5]([NH:7][C:8](/[C:10](/[C:17]2[CH:18]=[CH:19][C:20]([NH:23]C(=O)OC(C)(C)C)=[N:21][CH:22]=2)=[CH:11]/[CH:12]2[CH2:16][CH2:15][CH2:14][CH2:13]2)=[O:9])=[N:4][CH:3]=1.C(O)(C(F)(F)F)=O. Product: [NH2:23][C:20]1[N:21]=[CH:22][C:17](/[C:10](=[CH:11]\[CH:12]2[CH2:16][CH2:15][CH2:14][CH2:13]2)/[C:8]([NH:7][C:5]2[S:6][C:2]([Cl:1])=[CH:3][N:4]=2)=[O:9])=[CH:18][CH:19]=1. The catalyst class is: 158. (4) Reactant: [CH2:1]([N:8]1[C:13](=[O:14])[C:12]2[C:15]([CH3:18])=[N:16][O:17][C:11]=2[N:10]=[C:9]1[CH:19](Br)[CH2:20][CH3:21])[C:2]1[CH:7]=[CH:6][CH:5]=[CH:4][CH:3]=1.[C:23]([NH:30][CH2:31][CH2:32][CH2:33][NH2:34])([O:25][C:26]([CH3:29])([CH3:28])[CH3:27])=[O:24]. The catalyst class is: 14. Product: [C:26]([O:25][C:23](=[O:24])[NH:30][CH2:31][CH2:32][CH2:33][NH:34][CH:19]([C:9]1[N:8]([CH2:1][C:2]2[CH:7]=[CH:6][CH:5]=[CH:4][CH:3]=2)[C:13](=[O:14])[C:12]2[C:15]([CH3:18])=[N:16][O:17][C:11]=2[N:10]=1)[CH2:20][CH3:21])([CH3:29])([CH3:27])[CH3:28]. (5) Reactant: [CH:1]1([C:4]2[C:5]([N:25]([S:33]([CH3:36])(=[O:35])=[O:34])[CH2:26][CH2:27][CH2:28]/[C:29](=[N:31]/[OH:32])/[NH2:30])=[CH:6][C:7]3[O:11][C:10]([C:12]4[CH:17]=[CH:16][C:15]([F:18])=[CH:14][CH:13]=4)=[C:9]([C:19]4[NH:20][CH:21]=[CH:22][N:23]=4)[C:8]=3[CH:24]=2)[CH2:3][CH2:2]1.[C:37](N1C=CN=C1)(N1C=CN=C1)=[S:38].N12CCCN=C1CCCCC2.Cl. Product: [CH:1]1([C:4]2[C:5]([N:25]([CH2:26][CH2:27][CH2:28][C:29]3[NH:30][C:37](=[S:38])[O:32][N:31]=3)[S:33]([CH3:36])(=[O:35])=[O:34])=[CH:6][C:7]3[O:11][C:10]([C:12]4[CH:17]=[CH:16][C:15]([F:18])=[CH:14][CH:13]=4)=[C:9]([C:19]4[NH:20][CH:21]=[CH:22][N:23]=4)[C:8]=3[CH:24]=2)[CH2:3][CH2:2]1. The catalyst class is: 647. (6) Reactant: Br[C:2]1[C:3]([F:8])=[N:4][CH:5]=[CH:6][CH:7]=1.[CH:9]1(B(O)O)[CH2:11][CH2:10]1.P([O-])([O-])([O-])=O.[K+].[K+].[K+].C1(P(C2CCCCC2)C2CCCCC2)CCCCC1. Product: [CH:9]1([C:2]2[C:3]([F:8])=[N:4][CH:5]=[CH:6][CH:7]=2)[CH2:11][CH2:10]1. The catalyst class is: 706.